From a dataset of Forward reaction prediction with 1.9M reactions from USPTO patents (1976-2016). Predict the product of the given reaction. (1) Given the reactants [F:1][C:2]1[CH:7]=[C:6]([F:8])[CH:5]=[C:4]([F:9])[C:3]=1[CH2:10][C:11]([OH:13])=O.C(Cl)(=O)C(Cl)=O.[NH2:20][C:21]1[C:22]([C:27]([O:29][CH3:30])=[O:28])=[N:23][CH:24]=[CH:25][N:26]=1.N1C=CC=CC=1, predict the reaction product. The product is: [F:9][C:4]1[CH:5]=[C:6]([F:8])[CH:7]=[C:2]([F:1])[C:3]=1[CH2:10][C:11]([NH:20][C:21]1[C:22]([C:27]([O:29][CH3:30])=[O:28])=[N:23][CH:24]=[CH:25][N:26]=1)=[O:13]. (2) Given the reactants [NH:1]1[CH2:6][CH2:5][CH:4]([NH:7][C:8]2[O:9][C:10]3[CH:16]=[CH:15][CH:14]=[C:13]([O:17][CH2:18][C:19]4[CH:24]=[CH:23][N:22]=[CH:21][CH:20]=4)[C:11]=3[N:12]=2)[CH2:3][CH2:2]1.[CH2:25]([O:27][C:28]1[CH:29]=[C:30]([CH:33]=[CH:34][C:35]=1[O:36][CH3:37])[CH:31]=O)[CH3:26].C([BH3-])#N.[Na+].C(N(C(C)C)C(C)C)C, predict the reaction product. The product is: [CH2:25]([O:27][C:28]1[CH:29]=[C:30]([CH:33]=[CH:34][C:35]=1[O:36][CH3:37])[CH2:31][N:1]1[CH2:2][CH2:3][CH:4]([NH:7][C:8]2[O:9][C:10]3[CH:16]=[CH:15][CH:14]=[C:13]([O:17][CH2:18][C:19]4[CH:20]=[CH:21][N:22]=[CH:23][CH:24]=4)[C:11]=3[N:12]=2)[CH2:5][CH2:6]1)[CH3:26]. (3) Given the reactants [F:1][C:2]([F:34])([F:33])[C:3]1[CH:4]=[C:5]([CH:26]=[C:27]([C:29]([F:32])([F:31])[F:30])[CH:28]=1)[C:6]([N:8]1[CH2:25][CH2:24][C:11]2([N:15]([C:16]3[CH:21]=[CH:20][CH:19]=[CH:18][CH:17]=3)[CH:14]([CH3:22])[NH:13][C:12]2=[O:23])[CH2:10][CH2:9]1)=[O:7].[N:35]1[CH:40]=[CH:39][C:38](B(O)O)=[CH:37][CH:36]=1, predict the reaction product. The product is: [F:34][C:2]([F:1])([F:33])[C:3]1[CH:4]=[C:5]([CH:26]=[C:27]([C:29]([F:32])([F:31])[F:30])[CH:28]=1)[C:6]([N:8]1[CH2:9][CH2:10][C:11]2([N:15]([C:16]3[CH:17]=[CH:18][CH:19]=[CH:20][CH:21]=3)[CH:14]([CH3:22])[N:13]([C:38]3[CH:39]=[CH:40][N:35]=[CH:36][CH:37]=3)[C:12]2=[O:23])[CH2:24][CH2:25]1)=[O:7].